From a dataset of Forward reaction prediction with 1.9M reactions from USPTO patents (1976-2016). Predict the product of the given reaction. Given the reactants [Cl-].O[NH3+:3].[C:4](=[O:7])([O-])[OH:5].[Na+].CS(C)=O.[CH2:13]([C:15]1[N:16]([C:40]2[CH:45]=[CH:44][C:43]([C:46]([O:49][CH3:50])([CH3:48])[CH3:47])=[CH:42][CH:41]=2)[C:17](=[O:39])[C:18]([CH2:24][C:25]2[CH:30]=[CH:29][C:28]([C:31]3[C:32]([C:37]#[N:38])=[CH:33][CH:34]=[CH:35][CH:36]=3)=[CH:27][CH:26]=2)=[C:19]([CH2:21][CH2:22][CH3:23])[N:20]=1)[CH3:14], predict the reaction product. The product is: [CH2:13]([C:15]1[N:16]([C:40]2[CH:41]=[CH:42][C:43]([C:46]([O:49][CH3:50])([CH3:48])[CH3:47])=[CH:44][CH:45]=2)[C:17](=[O:39])[C:18]([CH2:24][C:25]2[CH:30]=[CH:29][C:28]([C:31]3[CH:36]=[CH:35][CH:34]=[CH:33][C:32]=3[C:37]3[NH:3][C:4](=[O:7])[O:5][N:38]=3)=[CH:27][CH:26]=2)=[C:19]([CH2:21][CH2:22][CH3:23])[N:20]=1)[CH3:14].